From a dataset of Catalyst prediction with 721,799 reactions and 888 catalyst types from USPTO. Predict which catalyst facilitates the given reaction. Reactant: [OH:1][CH2:2][C:3]1[CH:8]=[CH:7][CH:6]=[CH:5][C:4]=1B(O)O.Br[C:13]1[CH:18]=[CH:17][C:16]([C:19]2[N:20]=[CH:21][C:22]([NH2:25])=[N:23][CH:24]=2)=[C:15]([F:26])[CH:14]=1.C(Cl)Cl.C([O-])([O-])=O.[Na+].[Na+]. Product: [NH2:25][C:22]1[N:23]=[CH:24][C:19]([C:16]2[C:15]([F:26])=[CH:14][C:13]([C:4]3[CH:5]=[CH:6][CH:7]=[CH:8][C:3]=3[CH2:2][OH:1])=[CH:18][CH:17]=2)=[N:20][CH:21]=1. The catalyst class is: 151.